Dataset: Forward reaction prediction with 1.9M reactions from USPTO patents (1976-2016). Task: Predict the product of the given reaction. (1) Given the reactants [Cl:1][C:2]1[CH:3]=[C:4]([CH2:13][NH2:14])[CH:5]=[CH:6][C:7]=1[O:8][C:9]([F:12])([F:11])[F:10].[CH2:15]([O:17][C:18]1[CH:25]=[CH:24][CH:23]=[C:22]([F:26])[C:19]=1[CH:20]=O)[CH3:16], predict the reaction product. The product is: [Cl:1][CH:2]1[CH2:3][CH:20]([C:19]2[C:22]([F:26])=[CH:23][CH:24]=[CH:25][C:18]=2[O:17][CH2:15][CH3:16])[N:14]([CH2:13][C:4]2[CH:5]=[CH:6][C:7]([O:8][C:9]([F:11])([F:12])[F:10])=[C:2]([Cl:1])[CH:3]=2)[C:7]1=[O:8]. (2) The product is: [C:1]1([C:7]2[C:11]([C:12]([F:13])([F:15])[F:14])=[C:10]([C:16]3[NH:34][N:35]=[C:19]4[C:18]=3[CH2:27][CH2:26][C:25]3[CH:24]=[C:23]([CH:28]=[CH2:29])[CH:22]=[CH:21][C:20]4=3)[O:9][N:8]=2)[CH:2]=[CH:3][CH:4]=[CH:5][CH:6]=1. Given the reactants [C:1]1([C:7]2[C:11]([C:12]([F:15])([F:14])[F:13])=[C:10]([C:16]([CH:18]3[CH2:27][CH2:26][C:25]4[C:20](=[CH:21][CH:22]=[C:23]([CH:28]=[CH2:29])[CH:24]=4)[C:19]3=O)=O)[O:9][N:8]=2)[CH:6]=[CH:5][CH:4]=[CH:3][CH:2]=1.CO.O.[NH2:34][NH2:35], predict the reaction product. (3) Given the reactants [CH2:1]([O:3][C:4](=[O:9])[CH2:5][C@@H:6]([OH:8])[CH3:7])[CH3:2].ClC(Cl)(Cl)C(=N)O[CH2:14][C:15]1[CH:20]=[CH:19][CH:18]=[CH:17][CH:16]=1, predict the reaction product. The product is: [CH2:1]([O:3][C:4](=[O:9])[CH2:5][C@@H:6]([O:8][CH2:14][C:15]1[CH:20]=[CH:19][CH:18]=[CH:17][CH:16]=1)[CH3:7])[CH3:2].